Dataset: Catalyst prediction with 721,799 reactions and 888 catalyst types from USPTO. Task: Predict which catalyst facilitates the given reaction. (1) Reactant: [N:1](OCCCC)=[O:2].[C:8]1([N:14]([C:29]2[CH:34]=[CH:33][CH:32]=[CH:31][CH:30]=2)[C:15](=[O:28])[C:16]2[CH:21]=[CH:20][C:19]([S:22]([CH3:25])(=[O:24])=[O:23])=[C:18](C)[C:17]=2[CH3:27])[CH:13]=[CH:12][CH:11]=[CH:10][CH:9]=1.CC(C)([O-])C.[K+].O. Product: [C:8]1([N:14]([C:29]2[CH:34]=[CH:33][CH:32]=[CH:31][CH:30]=2)[C:15](=[O:28])[C:16]2[CH:17]([CH3:27])[C:18](=[N:1][OH:2])[C:19]([S:22]([CH3:25])(=[O:24])=[O:23])=[CH:20][CH:21]=2)[CH:13]=[CH:12][CH:11]=[CH:10][CH:9]=1. The catalyst class is: 875. (2) Reactant: O=[O+][O-].[O:4]=O.[C:6]([O:10][C:11](=[O:26])[N:12]([CH2:16][C:17]1[CH:22]=[C:21]([CH:23]=C)[CH:20]=[CH:19][C:18]=1[Cl:25])[CH:13]1[CH2:15][CH2:14]1)([CH3:9])([CH3:8])[CH3:7]. Product: [C:6]([O:10][C:11](=[O:26])[N:12]([CH2:16][C:17]1[CH:22]=[C:21]([CH:23]=[O:4])[CH:20]=[CH:19][C:18]=1[Cl:25])[CH:13]1[CH2:15][CH2:14]1)([CH3:9])([CH3:8])[CH3:7]. The catalyst class is: 61. (3) The catalyst class is: 19. Reactant: C(OC(=O)[NH:10][C:11]1([C:14]2[NH:18][C:17]([CH:19]3[CH2:21][CH2:20]3)=[N:16][N:15]=2)[CH2:13][CH2:12]1)C1C=CC=CC=1. Product: [CH:19]1([C:17]2[NH:18][C:14]([C:11]3([NH2:10])[CH2:12][CH2:13]3)=[N:15][N:16]=2)[CH2:21][CH2:20]1. (4) Reactant: [CH:1]([S:4][C:5]1[C:10]([C:11]2[CH:16]=[CH:15][C:14]([O:17]C)=[CH:13][CH:12]=2)=[CH:9][CH:8]=[CH:7][N:6]=1)([CH3:3])[CH3:2].B(Br)(Br)Br.CO. Product: [CH:1]([S:4][C:5]1[C:10]([C:11]2[CH:12]=[CH:13][C:14]([OH:17])=[CH:15][CH:16]=2)=[CH:9][CH:8]=[CH:7][N:6]=1)([CH3:3])[CH3:2]. The catalyst class is: 2. (5) Reactant: C([Mg]CCCC)CCC.C([Li])CCC.Br[C:16]1[CH:17]=[C:18]2[C:22](=[CH:23][CH:24]=1)[N:21]([CH3:25])[CH:20]=[C:19]2[CH2:26][CH2:27][CH2:28][O:29][CH3:30].CN1CCOCC1.[CH:38]([CH:40]([CH:56]([CH3:58])[CH3:57])[CH2:41][CH:42]1[CH2:46][O:45][C:44]([CH3:48])([CH3:47])[N:43]1[C:49]([O:51][C:52]([CH3:55])([CH3:54])[CH3:53])=[O:50])=[O:39]. Product: [OH:39][CH:38]([C:16]1[CH:17]=[C:18]2[C:22](=[CH:23][CH:24]=1)[N:21]([CH3:25])[CH:20]=[C:19]2[CH2:26][CH2:27][CH2:28][O:29][CH3:30])[CH:40]([CH:56]([CH3:58])[CH3:57])[CH2:41][CH:42]1[CH2:46][O:45][C:44]([CH3:48])([CH3:47])[N:43]1[C:49]([O:51][C:52]([CH3:55])([CH3:54])[CH3:53])=[O:50]. The catalyst class is: 7. (6) Reactant: [N:1]1([CH2:7][C@@H:8]2[CH2:13][CH2:12][CH2:11][N:10](C(OC(C)(C)C)=O)[CH2:9]2)[CH2:6][CH2:5][CH2:4][CH2:3][CH2:2]1.C(O)(C(F)(F)F)=O. Product: [NH:10]1[CH2:11][CH2:12][CH2:13][C@@H:8]([CH2:7][N:1]2[CH2:2][CH2:3][CH2:4][CH2:5][CH2:6]2)[CH2:9]1. The catalyst class is: 2. (7) Reactant: C([O:3][C:4](=[O:33])[CH2:5][NH:6][C:7]([C:9]1[C:14](=[O:15])[N:13]([CH2:16][C:17]2[CH:22]=[CH:21][CH:20]=[CH:19][C:18]=2[C:23]([F:26])([F:25])[F:24])[C:12]([OH:27])=[C:11]([C:28]([O:30]C)=O)[C:10]=1[OH:32])=[O:8])C.[C:34]([NH2:38])([CH3:37])([CH3:36])[CH3:35]. Product: [CH3:35][C:34]([NH:38][C:28]([C:11]1[C:10]([OH:32])=[C:9]([C:7]([NH:6][CH2:5][C:4]([OH:3])=[O:33])=[O:8])[C:14](=[O:15])[N:13]([CH2:16][C:17]2[CH:22]=[CH:21][CH:20]=[CH:19][C:18]=2[C:23]([F:25])([F:24])[F:26])[C:12]=1[OH:27])=[O:30])([CH3:37])[CH3:36]. The catalyst class is: 22. (8) Reactant: [F:1][C:2]1[CH:7]=[CH:6][C:5]([N:8]2[CH2:12][CH2:11][NH:10][C:9]2=[O:13])=[CH:4][CH:3]=1.[H-].[Na+].Br[CH2:17][CH2:18][CH2:19][CH2:20][CH2:21][CH:22]([O:24][C:25]1[CH:30]=[CH:29][C:28]([Br:31])=[CH:27][CH:26]=1)C. Product: [Br:31][C:28]1[CH:29]=[CH:30][C:25]([O:24][CH2:22][CH2:21][CH2:20][CH2:19][CH2:18][CH2:17][N:10]2[CH2:11][CH2:12][N:8]([C:5]3[CH:4]=[CH:3][C:2]([F:1])=[CH:7][CH:6]=3)[C:9]2=[O:13])=[CH:26][CH:27]=1. The catalyst class is: 9. (9) Reactant: C[Si]([N-:5][Si](C)(C)C)(C)C.[Li+].[Cl:11][C:12]1[CH:19]=[CH:18][C:15]([CH:16]=O)=[CH:14][CH:13]=1.OC(C)(C)[C:22]#[N:23]. Product: [NH2:5][CH:16]([C:15]1[CH:18]=[CH:19][C:12]([Cl:11])=[CH:13][CH:14]=1)[C:22]#[N:23]. The catalyst class is: 1. (10) The catalyst class is: 3. Product: [C:1]([C@H:4]1[C@@H:8]2[C@@H:9]3[C@@:22]([CH3:25])([CH2:23][CH2:24][C@@:7]2([C:31]([O:33][CH2:41][C:42]2[CH:47]=[CH:46][CH:45]=[CH:44][CH:43]=2)=[O:32])[CH2:6][CH2:5]1)[C@@:21]1([CH3:26])[C@@H:12]([C@:13]2([CH3:30])[C@@H:18]([CH2:19][CH2:20]1)[C:17]([CH3:27])([CH3:28])[C@@H:16]([OH:29])[CH2:15][CH2:14]2)[CH2:11][CH2:10]3)(=[O:3])[CH3:2]. Reactant: [C:1]([C@H:4]1[C@@H:8]2[C@@H:9]3[C@@:22]([CH3:25])([CH2:23][CH2:24][C@@:7]2([C:31]([OH:33])=[O:32])[CH2:6][CH2:5]1)[C@@:21]1([CH3:26])[C@@H:12]([C@:13]2([CH3:30])[C@@H:18]([CH2:19][CH2:20]1)[C:17]([CH3:28])([CH3:27])[C@@H:16]([OH:29])[CH2:15][CH2:14]2)[CH2:11][CH2:10]3)(=[O:3])[CH3:2].C(=O)([O-])[O-].[K+].[K+].Br[CH2:41][C:42]1[CH:47]=[CH:46][CH:45]=[CH:44][CH:43]=1.O.